The task is: Predict the reaction yield, written as a fraction of the theoretical maximum amount of product (1.0 means a 100% yield; for example, 0.34 means a 34% yield).. This data is from Reaction yield outcomes from USPTO patents with 853,638 reactions. (1) The catalyst is C(Cl)Cl. The product is [Br:1][C:2]1[CH:3]=[N:4][N:5]([CH2:15][CH3:16])[C:6]=1[C:7]1[CH:8]=[C:9]([C:12]([NH:17][C@@H:18]([CH2:31][C:32]2[CH:37]=[CH:36][CH:35]=[CH:34][C:33]=2[C:38]([F:41])([F:39])[F:40])[CH2:19][N:20]2[C:28](=[O:29])[C:27]3[C:22](=[CH:23][CH:24]=[CH:25][CH:26]=3)[C:21]2=[O:30])=[O:14])[S:10][CH:11]=1. The yield is 0.860. The reactants are [Br:1][C:2]1[CH:3]=[N:4][N:5]([CH2:15][CH3:16])[C:6]=1[C:7]1[CH:8]=[C:9]([C:12]([OH:14])=O)[S:10][CH:11]=1.[NH2:17][C@@H:18]([CH2:31][C:32]1[CH:37]=[CH:36][CH:35]=[CH:34][C:33]=1[C:38]([F:41])([F:40])[F:39])[CH2:19][N:20]1[C:28](=[O:29])[C:27]2[C:22](=[CH:23][CH:24]=[CH:25][CH:26]=2)[C:21]1=[O:30].CCN(C(C)C)C(C)C.C1CN([P+](Br)(N2CCCC2)N2CCCC2)CC1.F[P-](F)(F)(F)(F)F. (2) The reactants are I[C:2]1[CH:3]=[C:4]2[C:9](=[N:10][CH:11]=1)[N:8]([CH2:12][CH:13]1[CH2:18][CH2:17][N:16]([CH3:19])[CH2:15][CH2:14]1)[CH:7]=[C:6]([C:20]([O:22]CC)=[O:21])[C:5]2=[O:25].[CH2:26]([NH:28][C:29](=[O:49])[NH:30][C:31]1[N:36]=[CH:35][C:34](B(O)O)=[C:33]([C:40]2[S:41][CH:42]=[C:43]([C:45]([F:48])([F:47])[F:46])[N:44]=2)[CH:32]=1)[CH3:27].C(=O)([O-])[O-].[Cs+].[Cs+].[OH-].[Li+]. The catalyst is O1CCOCC1.O.C1C=CC([P]([Pd]([P](C2C=CC=CC=2)(C2C=CC=CC=2)C2C=CC=CC=2)([P](C2C=CC=CC=2)(C2C=CC=CC=2)C2C=CC=CC=2)[P](C2C=CC=CC=2)(C2C=CC=CC=2)C2C=CC=CC=2)(C2C=CC=CC=2)C2C=CC=CC=2)=CC=1. The product is [CH2:26]([NH:28][C:29](=[O:49])[NH:30][C:31]1[N:36]=[CH:35][C:34]([C:2]2[CH:3]=[C:4]3[C:9](=[N:10][CH:11]=2)[N:8]([CH2:12][CH:13]2[CH2:18][CH2:17][N:16]([CH3:19])[CH2:15][CH2:14]2)[CH:7]=[C:6]([C:20]([OH:22])=[O:21])[C:5]3=[O:25])=[C:33]([C:40]2[S:41][CH:42]=[C:43]([C:45]([F:48])([F:47])[F:46])[N:44]=2)[CH:32]=1)[CH3:27]. The yield is 0.0700. (3) The product is [OH:1][C:2]([CH:5]1[CH2:6][CH2:7][N:8]([CH2:11][C:12]2[CH:13]=[CH:14][C:15]([N+:28]([O-:30])=[O:29])=[C:16]([NH:18][C@H:19]3[CH2:20][CH2:21][C@H:22]([C:25]([NH2:33])=[O:27])[CH2:23][CH2:24]3)[CH:17]=2)[CH2:9][CH2:10]1)([CH3:4])[CH3:3]. The reactants are [OH:1][C:2]([CH:5]1[CH2:10][CH2:9][N:8]([CH2:11][C:12]2[CH:13]=[CH:14][C:15]([N+:28]([O-:30])=[O:29])=[C:16]([NH:18][C@H:19]3[CH2:24][CH2:23][C@H:22]([C:25]([OH:27])=O)[CH2:21][CH2:20]3)[CH:17]=2)[CH2:7][CH2:6]1)([CH3:4])[CH3:3].C1N=C[N:33](C(N2C=NC=C2)=O)C=1.[OH-].[NH4+]. The yield is 0.738. The catalyst is CN(C=O)C. (4) The reactants are C([O:8][N:9]1[C:15](=[O:16])[N:14]2[CH2:17][C@@H:10]1[CH2:11][CH2:12][C@@H:13]2[C:18]([NH:20][CH:21]1[CH2:26][CH2:25][N:24]([C:27]([O:29]CC2C=CC=CC=2)=[O:28])[CH2:23][CH2:22]1)=[O:19])C1C=CC=CC=1.[CH3:37][C:38](OC(OC(O[C:38]([CH3:40])([CH3:39])[CH3:37])=O)=O)([CH3:40])[CH3:39]. The catalyst is C1COCC1.[OH-].[OH-].[Pd+2]. The product is [OH:8][N:9]1[C:15](=[O:16])[N:14]2[CH2:17][C@H:10]1[CH2:11][CH2:12][C@H:13]2[C:18]([NH:20][CH:21]1[CH2:26][CH2:25][N:24]([C:27]([O:29][C:38]([CH3:40])([CH3:39])[CH3:37])=[O:28])[CH2:23][CH2:22]1)=[O:19]. The yield is 0.800. (5) The reactants are [C:1](Cl)(=[O:3])[CH3:2].CN(CN(C)C)C.[CH3:12][N:13]1[C:25]2[CH2:24][CH2:23][CH2:22][C:21](=O)[C:20]=2[C:19]2[C:14]1=C[CH:16]=[CH:17][CH:18]=2.[CH3:27][C:28]1[NH:29][CH:30]=[CH:31][N:32]=1. The catalyst is C(#N)C.C1(C)C=CC=CC=1. The product is [CH3:12][N:13]1[C:14]2[CH2:19][CH2:18][CH:17]([CH2:16][N:29]3[CH:30]=[CH:31][N:32]=[C:28]3[CH3:27])[C:1](=[O:3])[C:2]=2[C:20]2[C:25]1=[CH:24][CH:23]=[CH:22][CH:21]=2. The yield is 0.815.